Predict which catalyst facilitates the given reaction. From a dataset of Catalyst prediction with 721,799 reactions and 888 catalyst types from USPTO. (1) Reactant: [CH3:1][O:2][C:3]([C:5]1[CH:10]=[CH:9][N:8]=[C:7]([C:11]([OH:13])=O)[CH:6]=1)=[O:4].[Cl-].[Mg+2].[Cl-].Cl.[CH2:18]([NH2:20])[CH3:19].C(N(CC)CC)C. Product: [CH2:18]([NH:20][C:11]([C:7]1[CH:6]=[C:5]([CH:10]=[CH:9][N:8]=1)[C:3]([O:2][CH3:1])=[O:4])=[O:13])[CH3:19]. The catalyst class is: 4. (2) Reactant: [CH3:1][N:2]1[CH:6]=[CH:5][N:4]=[C:3]1[CH2:7][NH:8][CH2:9][C:10]1[C:19]2[C:14](=[CH:15][CH:16]=[CH:17][CH:18]=2)[C:13]([C:20]([O:22][CH3:23])=[O:21])=[CH:12][CH:11]=1.[C:24]([O:28][C:29](O[C:29]([O:28][C:24]([CH3:27])([CH3:26])[CH3:25])=[O:30])=[O:30])([CH3:27])([CH3:26])[CH3:25].C(N(CC)CC)C.O. Product: [C:29]([N:8]([CH2:9][C:10]1[C:19]2[C:14](=[CH:15][CH:16]=[CH:17][CH:18]=2)[C:13]([C:20]([O:22][CH3:23])=[O:21])=[CH:12][CH:11]=1)[CH2:7][C:3]1[N:2]([CH3:1])[CH:6]=[CH:5][N:4]=1)([O:28][C:24]([CH3:27])([CH3:26])[CH3:25])=[O:30]. The catalyst class is: 3.